This data is from NCI-60 drug combinations with 297,098 pairs across 59 cell lines. The task is: Regression. Given two drug SMILES strings and cell line genomic features, predict the synergy score measuring deviation from expected non-interaction effect. (1) Drug 1: CC1OCC2C(O1)C(C(C(O2)OC3C4COC(=O)C4C(C5=CC6=C(C=C35)OCO6)C7=CC(=C(C(=C7)OC)O)OC)O)O. Drug 2: CC(C)NC(=O)C1=CC=C(C=C1)CNNC.Cl. Cell line: UO-31. Synergy scores: CSS=14.5, Synergy_ZIP=-4.52, Synergy_Bliss=0.188, Synergy_Loewe=-10.3, Synergy_HSA=0.864. (2) Drug 1: C1=C(C(=O)NC(=O)N1)N(CCCl)CCCl. Drug 2: C1CN1P(=S)(N2CC2)N3CC3. Cell line: SR. Synergy scores: CSS=80.3, Synergy_ZIP=0.604, Synergy_Bliss=-0.132, Synergy_Loewe=0.0685, Synergy_HSA=3.28. (3) Synergy scores: CSS=-2.11, Synergy_ZIP=2.99, Synergy_Bliss=2.65, Synergy_Loewe=-4.42, Synergy_HSA=-3.19. Drug 2: CN(C)N=NC1=C(NC=N1)C(=O)N. Drug 1: CC1=C(C=C(C=C1)NC2=NC=CC(=N2)N(C)C3=CC4=NN(C(=C4C=C3)C)C)S(=O)(=O)N.Cl. Cell line: UACC-257. (4) Drug 2: C1=NNC2=C1C(=O)NC=N2. Cell line: RXF 393. Synergy scores: CSS=21.6, Synergy_ZIP=-4.10, Synergy_Bliss=-2.05, Synergy_Loewe=-20.2, Synergy_HSA=-0.315. Drug 1: CC1OCC2C(O1)C(C(C(O2)OC3C4COC(=O)C4C(C5=CC6=C(C=C35)OCO6)C7=CC(=C(C(=C7)OC)O)OC)O)O. (5) Drug 1: C1=CC=C(C=C1)NC(=O)CCCCCCC(=O)NO. Drug 2: CCC1(CC2CC(C3=C(CCN(C2)C1)C4=CC=CC=C4N3)(C5=C(C=C6C(=C5)C78CCN9C7C(C=CC9)(C(C(C8N6C)(C(=O)OC)O)OC(=O)C)CC)OC)C(=O)OC)O.OS(=O)(=O)O. Cell line: HCT116. Synergy scores: CSS=-1.45, Synergy_ZIP=-1.38, Synergy_Bliss=-4.10, Synergy_Loewe=-2.17, Synergy_HSA=-3.29. (6) Drug 1: C1CN1P(=S)(N2CC2)N3CC3. Drug 2: CC1=C2C(C(=O)C3(C(CC4C(C3C(C(C2(C)C)(CC1OC(=O)C(C(C5=CC=CC=C5)NC(=O)C6=CC=CC=C6)O)O)OC(=O)C7=CC=CC=C7)(CO4)OC(=O)C)O)C)OC(=O)C. Cell line: NCI-H522. Synergy scores: CSS=22.4, Synergy_ZIP=-5.52, Synergy_Bliss=-1.58, Synergy_Loewe=-15.6, Synergy_HSA=-2.09. (7) Drug 1: C(CCl)NC(=O)N(CCCl)N=O. Drug 2: C(CN)CNCCSP(=O)(O)O. Cell line: SK-MEL-28. Synergy scores: CSS=0.258, Synergy_ZIP=-0.368, Synergy_Bliss=-0.522, Synergy_Loewe=2.68, Synergy_HSA=0.237. (8) Drug 1: C1=CC(=CC=C1CCC2=CNC3=C2C(=O)NC(=N3)N)C(=O)NC(CCC(=O)O)C(=O)O. Drug 2: C1=NC2=C(N=C(N=C2N1C3C(C(C(O3)CO)O)O)F)N. Cell line: OVCAR-5. Synergy scores: CSS=15.3, Synergy_ZIP=-0.637, Synergy_Bliss=-0.852, Synergy_Loewe=-13.2, Synergy_HSA=-0.372. (9) Drug 1: C1CC(=O)NC(=O)C1N2CC3=C(C2=O)C=CC=C3N. Drug 2: CC12CCC3C(C1CCC2OP(=O)(O)O)CCC4=C3C=CC(=C4)OC(=O)N(CCCl)CCCl.[Na+]. Cell line: A549. Synergy scores: CSS=10.2, Synergy_ZIP=-4.09, Synergy_Bliss=1.26, Synergy_Loewe=2.56, Synergy_HSA=2.61. (10) Drug 1: CC1CCC2CC(C(=CC=CC=CC(CC(C(=O)C(C(C(=CC(C(=O)CC(OC(=O)C3CCCCN3C(=O)C(=O)C1(O2)O)C(C)CC4CCC(C(C4)OC)OCCO)C)C)O)OC)C)C)C)OC. Drug 2: CC1C(C(CC(O1)OC2CC(OC(C2O)C)OC3=CC4=CC5=C(C(=O)C(C(C5)C(C(=O)C(C(C)O)O)OC)OC6CC(C(C(O6)C)O)OC7CC(C(C(O7)C)O)OC8CC(C(C(O8)C)O)(C)O)C(=C4C(=C3C)O)O)O)O. Cell line: SK-OV-3. Synergy scores: CSS=47.4, Synergy_ZIP=-3.44, Synergy_Bliss=0.356, Synergy_Loewe=-24.8, Synergy_HSA=1.73.